Binary Classification. Given a drug SMILES string, predict its activity (active/inactive) in a high-throughput screening assay against a specified biological target. From a dataset of HIV replication inhibition screening data with 41,000+ compounds from the AIDS Antiviral Screen. (1) The compound is O=[N+]([O-])[Co-4]1([N+](=O)[O-])([N+](=O)[O-])([N+](=O)[O-])NCCN1.[K+]. The result is 0 (inactive). (2) The molecule is O=[N+]([O-])C(Cl)C(Cl)c1ccc(Cl)cc1. The result is 0 (inactive). (3) The result is 0 (inactive). The compound is C=C1CCC(CCC2CCC3(OC2)OC2(O)CCC3(C)OC2(C)C)C(C)(C)C1CC=C1C(=O)OCC1O. (4) The drug is CC(C)C(Cl)=NOC(=O)Nc1ccc(Cl)c(Cl)c1. The result is 0 (inactive). (5) The molecule is COc1ccc(-c2cc(=O)c3c(O)cc(O)cc3o2)cc1OC. The result is 0 (inactive). (6) The compound is O=C(Cc1ccccc1)NNc1nc(NNC(=O)c2ccncc2)nc(Nc2ccccc2)n1. The result is 0 (inactive). (7) The drug is COC(=O)C1(O)C(c2ccccc2)NC2(C)CCCC21. The result is 0 (inactive).